Predict the reactants needed to synthesize the given product. From a dataset of Full USPTO retrosynthesis dataset with 1.9M reactions from patents (1976-2016). (1) Given the product [Cl:4][C:19]1[C:14]([C:12]#[N:13])=[CH:15][C:16]([C:23]([O:25][CH2:26][CH3:27])=[O:24])=[C:17]([CH2:21][F:22])[N:18]=1, predict the reactants needed to synthesize it. The reactants are: C(Cl)(=O)C([Cl:4])=O.CN(C=O)C.[C:12]([C:14]1[C:19](=O)[NH:18][C:17]([CH2:21][F:22])=[C:16]([C:23]([O:25][CH2:26][CH3:27])=[O:24])[CH:15]=1)#[N:13]. (2) The reactants are: Br[CH2:2][C:3]1[CH:18]=[CH:17][C:6]2[S:7][CH:8]=[C:9]([C:10]3[CH:15]=[CH:14][CH:13]=[CH:12][C:11]=3[CH3:16])[C:5]=2[CH:4]=1.[OH:19][C:20]1[N:25]=[CH:24][C:23]([CH:26]([C:33]#[C:34][CH3:35])[CH2:27][C:28]([O:30][CH2:31][CH3:32])=[O:29])=[CH:22][CH:21]=1.O. Given the product [CH3:16][C:11]1[CH:12]=[CH:13][CH:14]=[CH:15][C:10]=1[C:9]1[C:5]2[CH:4]=[C:3]([CH2:2][O:19][C:20]3[N:25]=[CH:24][C:23]([CH:26]([C:33]#[C:34][CH3:35])[CH2:27][C:28]([O:30][CH2:31][CH3:32])=[O:29])=[CH:22][CH:21]=3)[CH:18]=[CH:17][C:6]=2[S:7][CH:8]=1, predict the reactants needed to synthesize it. (3) Given the product [NH2:1][CH2:2][C@@H:3]1[C@H:8]([CH3:9])[CH2:7][CH2:6][CH2:5][N:4]1[C:10]([C:12]1[CH:17]=[C:16]([CH3:18])[CH:15]=[CH:14][C:13]=1[N:35]1[CH:39]=[CH:38][C:37]([CH3:40])=[N:36]1)=[O:11], predict the reactants needed to synthesize it. The reactants are: [NH2:1][CH2:2][C@@H:3]1[C@H:8]([CH3:9])[CH2:7][CH2:6][CH2:5][N:4]1[C:10]([C:12]1[CH:17]=[C:16]([CH3:18])[CH:15]=[CH:14][C:13]=1C1C=NN(C)C=1)=[O:11].CC1C=CC([N:35]2[CH:39]=[CH:38][C:37]([CH3:40])=[N:36]2)=C(C=1)C(O)=O. (4) Given the product [CH3:1][O:5][C:51]([C:49]1[N:50]=[C:46]([NH:45][C:44](=[O:54])[C@@H:35]([N:34]2[C:33](=[O:55])[C@@H:24]([C:25]3[CH:26]=[CH:27][C:28]([O:31][CH3:32])=[CH:29][CH:30]=3)[NH:23][C:22]2=[O:56])[C@@H:36]([CH3:37])[CH2:38][CH3:39])[S:47][CH:48]=1)=[O:53], predict the reactants needed to synthesize it. The reactants are: [C:1]([O:5]C(N[C@@H]([C@@H](C)CC)C(O)=O)=O)(C)(C)C.C(O[C:22](=[O:56])[NH:23][C@@H:24]([C:33](=[O:55])[NH:34][C@H:35]([C:44](=[O:54])[NH:45][C:46]1[S:47][CH:48]=[C:49]([C:51](=[O:53])C)[N:50]=1)[C@H:36]([C:38]1C=CC=C[CH:39]=1)[CH3:37])[C:25]1[CH:30]=[CH:29][C:28]([O:31][CH3:32])=[CH:27][CH:26]=1)(C)(C)C. (5) Given the product [CH3:21][C:3]1[C:2](=[O:1])[CH2:6][CH2:5][C:4]=1[NH:7][C:8]1[CH:17]=[CH:16][C:11]([C:12]([OH:14])=[O:13])=[CH:10][CH:9]=1, predict the reactants needed to synthesize it. The reactants are: [O:1]=[C:2]1[CH2:6][CH2:5][C:4]([NH:7][C:8]2[CH:17]=[CH:16][C:11]([C:12]([O:14]C)=[O:13])=[CH:10][CH:9]=2)=[CH:3]1.[OH-].[Na+].Cl.[CH2:21]1COCC1. (6) The reactants are: [Cl:1][C:2]1[N:3]=[C:4]([C:7]2[CH:12]=[CH:11][C:10]([NH:13][C:14](=[O:23])[O:15][CH2:16][CH:17]3[CH2:22][CH2:21][NH:20][CH2:19][CH2:18]3)=[CH:9][CH:8]=2)[S:5][CH:6]=1.[CH:24]1([CH:30]=O)[CH2:29][CH2:28][CH2:27][CH2:26][CH2:25]1.C(O[BH-](OC(=O)C)OC(=O)C)(=O)C.[Na+].C([O-])(O)=O.[Na+]. Given the product [Cl:1][C:2]1[N:3]=[C:4]([C:7]2[CH:12]=[CH:11][C:10]([NH:13][C:14](=[O:23])[O:15][CH2:16][CH:17]3[CH2:22][CH2:21][N:20]([CH2:30][CH:24]4[CH2:29][CH2:28][CH2:27][CH2:26][CH2:25]4)[CH2:19][CH2:18]3)=[CH:9][CH:8]=2)[S:5][CH:6]=1, predict the reactants needed to synthesize it. (7) Given the product [NH2:25][CH:22]1[CH2:23][CH2:24][N:19]([CH2:18][C:12]2[CH:11]=[C:10]3[C:15]([CH2:16][CH2:17][C:8](=[O:7])[NH:9]3)=[CH:14][CH:13]=2)[CH2:20][CH2:21]1, predict the reactants needed to synthesize it. The reactants are: CCOC(C)=O.[O:7]=[C:8]1[CH2:17][CH2:16][C:15]2[C:10](=[CH:11][C:12]([CH2:18][N:19]3[CH2:24][CH2:23][CH:22]([NH:25]C(=O)OC(C)(C)C)[CH2:21][CH2:20]3)=[CH:13][CH:14]=2)[NH:9]1.Cl.CCOC(C)=O.C(Cl)(Cl)Cl. (8) Given the product [Cl:1][C:2]1[N:3]=[CH:4][C:5]([O:8][C:17]2[CH:18]=[C:13]([NH:12][C:9](=[O:11])[CH3:10])[CH:14]=[CH:15][CH:16]=2)=[CH:6][CH:7]=1, predict the reactants needed to synthesize it. The reactants are: [Cl:1][C:2]1[CH:7]=[CH:6][C:5]([OH:8])=[CH:4][N:3]=1.[C:9]([NH:12][C:13]1[CH:14]=[C:15](B(O)O)[CH:16]=[CH:17][CH:18]=1)(=[O:11])[CH3:10].C(N(CC)CC)C. (9) Given the product [C:32]1([N:31]([C:38]2[CH:43]=[CH:42][CH:41]=[CH:40][CH:39]=2)[C:28]2[CH:29]=[CH:30][C:25]([NH:44][C:45]3[CH:50]=[CH:49][CH:48]=[CH:47][CH:46]=3)=[CH:26][CH:27]=2)[CH:37]=[CH:36][CH:35]=[CH:34][CH:33]=1, predict the reactants needed to synthesize it. The reactants are: [O-][Si]([O-])=O.[O-][Si]([O-])=O.[Na+].[Al+3].P(C(C)(C)C)(C(C)(C)C)C(C)(C)C.Br[C:25]1[CH:30]=[CH:29][C:28]([N:31]([C:38]2[CH:43]=[CH:42][CH:41]=[CH:40][CH:39]=2)[C:32]2[CH:37]=[CH:36][CH:35]=[CH:34][CH:33]=2)=[CH:27][CH:26]=1.[NH2:44][C:45]1[CH:50]=[CH:49][CH:48]=[CH:47][CH:46]=1.